This data is from Full USPTO retrosynthesis dataset with 1.9M reactions from patents (1976-2016). The task is: Predict the reactants needed to synthesize the given product. (1) Given the product [F:14][C:15]1[CH:20]=[C:19]([CH:18]=[CH:17][CH:16]=1)[O:1][CH:2]([C:4]1[CH:13]=[CH:12][C:7]([C:8]([O:10][CH3:11])=[O:9])=[CH:6][CH:5]=1)[CH3:3], predict the reactants needed to synthesize it. The reactants are: [OH:1][CH:2]([C:4]1[CH:13]=[CH:12][C:7]([C:8]([O:10][CH3:11])=[O:9])=[CH:6][CH:5]=1)[CH3:3].[F:14][C:15]1[CH:16]=[C:17](O)[CH:18]=[CH:19][CH:20]=1.C1(P(C2C=CC=CC=2)C2C=CC=CC=2)C=CC=CC=1.N(C(OC(C)C)=O)=NC(OC(C)C)=O. (2) Given the product [Br:21][C:22]1[C:23]([CH:36]([CH:31]2[CH2:35][CH2:34][CH2:33][CH2:32]2)[OH:37])=[C:24]([F:30])[C:25]([O:28][CH3:29])=[N:26][CH:27]=1, predict the reactants needed to synthesize it. The reactants are: CCN(C(C)C)C(C)C.CCCCCC.C([Li])CCC.[Br:21][C:22]1[CH:23]=[C:24]([F:30])[C:25]([O:28][CH3:29])=[N:26][CH:27]=1.[CH:31]1([CH:36]=[O:37])[CH2:35][CH2:34][CH2:33][CH2:32]1.[Cl-].[NH4+]. (3) Given the product [CH3:9][O:8][C:7]1[CH:6]=[CH:5][C:4]([C:10]2[O:11][C:12]3[CH:18]=[CH:17][CH:16]=[CH:15][C:13]=3[N:14]=2)=[CH:3][C:2]=1[N:1]1[C:28](=[O:29])[C:22]2[C:21](=[CH:20][CH:19]=[C:24]([C:25]([OH:27])=[O:26])[CH:23]=2)[C:31]1=[O:30], predict the reactants needed to synthesize it. The reactants are: [NH2:1][C:2]1[CH:3]=[C:4]([C:10]2[O:11][C:12]3[CH:18]=[CH:17][CH:16]=[CH:15][C:13]=3[N:14]=2)[CH:5]=[CH:6][C:7]=1[O:8][CH3:9].[CH:19]1[C:24]([C:25]([OH:27])=[O:26])=[CH:23][C:22]2[C:28]([O:30][C:31](=O)[C:21]=2[CH:20]=1)=[O:29]. (4) Given the product [N:1]([C:2]1[CH:3]=[CH:4][C:5]([C:6]([O:8][CH2:9][CH2:10][O:11][C:12](=[O:31])[CH2:13][C@H:14]([N:18]2[C:19]3[CH:20]=[CH:21][CH:22]=[CH:23][C:24]=3[C:25]3[C:30]2=[CH:29][CH:28]=[CH:27][CH:26]=3)[C:15]([OH:17])=[O:16])=[O:7])=[CH:32][CH:33]=1)=[N+:39]=[N-:40], predict the reactants needed to synthesize it. The reactants are: [NH2:1][C:2]1[CH:33]=[CH:32][C:5]([C:6]([O:8][CH2:9][CH2:10][O:11][C:12](=[O:31])[CH2:13][C@H:14]([N:18]2[C:30]3[CH:29]=[CH:28][CH:27]=[CH:26][C:25]=3[C:24]3[C:19]2=[CH:20][CH:21]=[CH:22][CH:23]=3)[C:15]([OH:17])=[O:16])=[O:7])=[CH:4][CH:3]=1.Cl.N([O-])=O.[Na+].[N-:39]=[N+:40]=[N-].[Na+]. (5) The reactants are: [CH:1]([N:4]([C:11]1[CH:16]=[CH:15][C:14]([NH:17][C:18]2[CH:23]=[CH:22][CH:21]=[CH:20][CH:19]=2)=[CH:13][CH:12]=1)[C:5](=[O:10])[CH2:6][C:7](=O)[CH3:8])([CH3:3])[CH3:2].C(O)(=O)C.[NH3:28]. Given the product [CH:1]([N:4]([C:11]1[CH:16]=[CH:15][C:14]([NH:17][C:18]2[CH:23]=[CH:22][CH:21]=[CH:20][CH:19]=2)=[CH:13][CH:12]=1)[C:5](=[O:10])/[CH:6]=[C:7](\[NH2:28])/[CH3:8])([CH3:3])[CH3:2], predict the reactants needed to synthesize it. (6) Given the product [C:33]([C:32]1[CH:35]=[CH:36][C:29]([NH:28][C:6](=[O:7])[C:5]2[C:9]([CH2:13][CH2:14][CH2:15][CH2:16][CH2:17][CH2:18][CH2:19][CH2:20][CH2:21][CH2:22][CH2:23][CH2:24][CH2:25][CH2:26][CH3:27])=[CH:10][CH:11]=[CH:12][C:4]=2[O:3][CH2:1][CH3:2])=[CH:30][C:31]=1[C:37]([F:38])([F:39])[F:40])#[N:34], predict the reactants needed to synthesize it. The reactants are: [CH2:1]([O:3][C:4]1[CH:12]=[CH:11][CH:10]=[C:9]([CH2:13][CH2:14][CH2:15][CH2:16][CH2:17][CH2:18][CH2:19][CH2:20][CH2:21][CH2:22][CH2:23][CH2:24][CH2:25][CH2:26][CH3:27])[C:5]=1[C:6](Cl)=[O:7])[CH3:2].[NH2:28][C:29]1[CH:36]=[CH:35][C:32]([C:33]#[N:34])=[C:31]([C:37]([F:40])([F:39])[F:38])[CH:30]=1.C(N(CC)CC)C. (7) Given the product [Br:1][C:2]1[C:3]([C:9]#[N:10])=[N:4][C:5]([O:8][CH3:12])=[CH:6][CH:7]=1, predict the reactants needed to synthesize it. The reactants are: [Br:1][C:2]1[CH:7]=[CH:6][C:5](=[O:8])[NH:4][C:3]=1[C:9]#[N:10].I[CH3:12].